The task is: Predict the reaction yield, written as a fraction of the theoretical maximum amount of product (1.0 means a 100% yield; for example, 0.34 means a 34% yield).. This data is from Reaction yield outcomes from USPTO patents with 853,638 reactions. (1) The reactants are [F:1][C:2]([F:27])([F:26])[C:3]1[C:4]([O:15][CH:16]2[CH2:21][CH2:20][CH:19]([C:22]([F:25])([F:24])[F:23])[CH2:18][CH2:17]2)=[CH:5][CH:6]=[C:7]2[C:12]=1[CH:11]=[C:10]([CH:13]=[O:14])[CH:9]=[CH:8]2.O1CCCC1.[AlH4-].[Li+]. The catalyst is CCOC(C)=O. The product is [F:23][C:22]([F:24])([F:25])[C@@H:19]1[CH2:18][CH2:17][C@H:16]([O:15][C:4]2[C:3]([C:2]([F:26])([F:1])[F:27])=[C:12]3[C:7]([CH:8]=[CH:9][C:10]([CH2:13][OH:14])=[CH:11]3)=[CH:6][CH:5]=2)[CH2:21][CH2:20]1. The yield is 0.480. (2) The reactants are [I:1][C:2]1[CH:3]=[CH:4][C:5]([O:9][CH2:10][CH2:11][O:12][CH3:13])=[C:6]([NH2:8])[CH:7]=1.Cl[C:15]1[C:20]([Cl:21])=[CH:19][N:18]=[C:17]([NH2:22])[N:16]=1. The catalyst is O1CCOCC1. The product is [Cl:21][C:20]1[C:15]([NH:8][C:6]2[CH:7]=[C:2]([I:1])[CH:3]=[CH:4][C:5]=2[O:9][CH2:10][CH2:11][O:12][CH3:13])=[N:16][C:17]([NH2:22])=[N:18][CH:19]=1. The yield is 0.537. (3) The reactants are [CH3:1][O:2][C:3](=[O:16])[CH2:4][C:5]1[CH:6]=[N:7][C:8]([CH2:14][CH3:15])=[C:9]([CH2:11][CH:12]=O)[CH:10]=1.Cl.NO.C([N:22](CC)CC)C.C1(=O)OC(=O)C2=CC=CC=C12. The yield is 0.800. The catalyst is C(#N)C.O. The product is [CH3:1][O:2][C:3](=[O:16])[CH2:4][C:5]1[CH:6]=[N:7][C:8]([CH2:14][CH3:15])=[C:9]([CH2:11][C:12]#[N:22])[CH:10]=1. (4) The reactants are [NH2:1][C:2]1[C:11]2[C:6](=[C:7](Br)[CH:8]=[CH:9][CH:10]=2)[N:5]=[N:4][C:3]=1[C:13]([NH:15][CH2:16][CH2:17][CH3:18])=[O:14].[CH3:19][O:20][C:21]1[C:26]([O:27][CH3:28])=[CH:25][CH:24]=[CH:23][C:22]=1B(O)O. No catalyst specified. The product is [NH2:1][C:2]1[C:11]2[C:6](=[C:7]([C:25]3[CH:24]=[CH:23][CH:22]=[C:21]([O:20][CH3:19])[C:26]=3[O:27][CH3:28])[CH:8]=[CH:9][CH:10]=2)[N:5]=[N:4][C:3]=1[C:13]([NH:15][CH2:16][CH2:17][CH3:18])=[O:14]. The yield is 0.895.